This data is from Full USPTO retrosynthesis dataset with 1.9M reactions from patents (1976-2016). The task is: Predict the reactants needed to synthesize the given product. (1) The reactants are: [C:1]([NH2:9])([CH2:4][C:5]([CH3:8])([CH3:7])[CH3:6])([CH3:3])[CH3:2].C(N(CC)CC)C.[N+:17]([C:20]1[CH:28]=[CH:27][C:23]([C:24](Cl)=[O:25])=[CH:22][CH:21]=1)([O-:19])=[O:18].O. Given the product [N+:17]([C:20]1[CH:21]=[CH:22][C:23]([C:24]([NH:9][C:1]([CH2:4][C:5]([CH3:8])([CH3:7])[CH3:6])([CH3:3])[CH3:2])=[O:25])=[CH:27][CH:28]=1)([O-:19])=[O:18], predict the reactants needed to synthesize it. (2) Given the product [CH2:1]([O:8][C:9]1[CH:10]=[CH:11][N:12]=[C:13]([NH:17][NH:18][C:30](=[O:31])[CH2:29][CH:26]2[CH2:28][CH2:27]2)[C:14]=1[C:15]#[N:16])[C:2]1[CH:3]=[CH:4][CH:5]=[CH:6][CH:7]=1, predict the reactants needed to synthesize it. The reactants are: [CH2:1]([O:8][C:9]1[C:14]([C:15]#[N:16])=[C:13]([NH:17][NH2:18])[N:12]=[CH:11][CH:10]=1)[C:2]1[CH:7]=[CH:6][CH:5]=[CH:4][CH:3]=1.C(N(CC)CC)C.[CH:26]1([CH2:29][C:30](Cl)=[O:31])[CH2:28][CH2:27]1. (3) The reactants are: [C:1]([C:5]1[CH:6]=[C:7]([CH:16]2[N:20]([C:21]3[CH:26]=[CH:25][C:24]([N+:27]([O-])=O)=[CH:23][CH:22]=3)[C:19](=[O:30])[CH2:18][S:17]2)[CH:8]=[C:9]([C:12]([CH3:15])([CH3:14])[CH3:13])[C:10]=1[OH:11])([CH3:4])([CH3:3])[CH3:2].C(=O)([O-])O.[Na+]. Given the product [C:1]([C:5]1[CH:6]=[C:7]([CH:16]2[N:20]([C:21]3[CH:22]=[CH:23][C:24]([NH2:27])=[CH:25][CH:26]=3)[C:19](=[O:30])[CH2:18][S:17]2)[CH:8]=[C:9]([C:12]([CH3:15])([CH3:14])[CH3:13])[C:10]=1[OH:11])([CH3:2])([CH3:3])[CH3:4], predict the reactants needed to synthesize it. (4) Given the product [CH3:1][N:2]([C:3]1[CH:4]=[CH:5][CH:6]=[C:7]2[C:11]=1[NH:10][C:9]([C:12]1[S:13][C:14]([CH2:17][C:18]([N:29]3[CH2:34][CH2:33][O:32][CH2:31][CH2:30]3)=[O:20])=[CH:15][N:16]=1)=[CH:8]2)[S:21]([C:24]1[S:25][CH:26]=[CH:27][CH:28]=1)(=[O:22])=[O:23], predict the reactants needed to synthesize it. The reactants are: [CH3:1][N:2]([S:21]([C:24]1[S:25][CH:26]=[CH:27][CH:28]=1)(=[O:23])=[O:22])[C:3]1[CH:4]=[CH:5][CH:6]=[C:7]2[C:11]=1[NH:10][C:9]([C:12]1[S:13][C:14]([CH2:17][C:18]([OH:20])=O)=[CH:15][N:16]=1)=[CH:8]2.[NH:29]1[CH2:34][CH2:33][O:32][CH2:31][CH2:30]1.N1(O)C2C=CC=CC=2N=N1.Cl.CN(C)CCCN=C=NCC. (5) The reactants are: [NH2:1][C:2]1[C:11]2[N:10]=[CH:9][CH:8]=[CH:7][C:6]=2[C:5]([C:12]#[N:13])=[CH:4][CH:3]=1.[Cl:14][C:15]1[CH:20]=[CH:19][C:18]([S:21](Cl)(=[O:23])=[O:22])=[C:17]([N+:25]([O-:27])=[O:26])[CH:16]=1.[H-].[Na+]. Given the product [Cl:14][C:15]1[CH:20]=[CH:19][C:18]([S:21]([NH:1][C:2]2[CH:3]=[CH:4][C:5]([C:12]#[N:13])=[C:6]3[C:11]=2[N:10]=[CH:9][CH:8]=[CH:7]3)(=[O:23])=[O:22])=[C:17]([N+:25]([O-:27])=[O:26])[CH:16]=1, predict the reactants needed to synthesize it.